From a dataset of CYP2D6 inhibition data for predicting drug metabolism from PubChem BioAssay. Regression/Classification. Given a drug SMILES string, predict its absorption, distribution, metabolism, or excretion properties. Task type varies by dataset: regression for continuous measurements (e.g., permeability, clearance, half-life) or binary classification for categorical outcomes (e.g., BBB penetration, CYP inhibition). Dataset: cyp2d6_veith. (1) The drug is CCCSc1nc(NCc2ccco2)c2c3c(sc2n1)COC(C)(C)C3. The result is 1 (inhibitor). (2) The drug is Cc1ccc(S(=O)(=O)c2nc(S(=O)(=O)c3ccc(C)cc3)c(NCc3ccco3)s2)cc1. The result is 0 (non-inhibitor). (3) The compound is CC(C)(C=O)Cc1cc(C(C)(C)C)c(O)c(C(C)(C)C)c1. The result is 1 (inhibitor). (4) The drug is C[C@@H]1Cc2cc3c(cc2C(c2ccc(N)cc2)=NN1)OCO3. The result is 1 (inhibitor). (5) The molecule is CC(=O)N1CCN(c2ccc(NC(=O)c3ccc(C)cc3)cc2)CC1. The result is 0 (non-inhibitor).